Dataset: KCNQ2 potassium channel screen with 302,405 compounds. Task: Binary Classification. Given a drug SMILES string, predict its activity (active/inactive) in a high-throughput screening assay against a specified biological target. (1) The compound is S(=O)(=O)(Nc1noc(c1)C)c1ccc(NC(=O)Nc2cc(cc(c2)C)C)cc1. The result is 0 (inactive). (2) The drug is Brc1cc2c(nc(=O)[nH]c2cc1)c1ccc(cc1)C. The result is 0 (inactive). (3) The compound is s1c(c(NC(=O)Nc2c(ccc(c2)C)C)cc1)C(OC)=O. The result is 0 (inactive). (4) The compound is S(Cc1cc(OC)ccc1)c1n(c(nn1)c1occc1)C. The result is 0 (inactive). (5) The compound is s1c2nc(SCC(=O)N)n(c3c(cccc3)C)c(=O)c2cc1c1ccccc1. The result is 0 (inactive).